This data is from Full USPTO retrosynthesis dataset with 1.9M reactions from patents (1976-2016). The task is: Predict the reactants needed to synthesize the given product. Given the product [CH:21]([C:24]1[CH:29]=[CH:28][C:27]([CH2:30][C:31]2[C:32]([O:40][C@@H:41]3[O:58][C@H:57]([CH2:59][O:60][C:61](=[O:63])[CH3:62])[C@@H:52]([O:53][C:54](=[O:56])[CH3:55])[C@H:47]([O:48][C:49](=[O:51])[CH3:50])[C@H:42]3[O:43][C:44](=[O:46])[CH3:45])=[N:33][NH:34][C:35]=2[C:36]([F:39])([F:38])[F:37])=[CH:26][CH:25]=1)([CH3:23])[CH3:22].[C@@H:41]1([O:20][C:12]2[C:11]([CH2:10][C:7]3[CH:8]=[CH:9][C:4]([CH:1]([CH3:3])[CH3:2])=[CH:5][CH:6]=3)=[C:15]([C:16]([F:17])([F:19])[F:18])[NH:14][N:13]=2)[O:58][C@H:57]([CH2:59][OH:60])[C@@H:52]([OH:53])[C@H:47]([OH:48])[C@H:42]1[OH:43], predict the reactants needed to synthesize it. The reactants are: [CH:1]([C:4]1[CH:9]=[CH:8][C:7]([CH2:10][C:11]2[C:12](=[O:20])[NH:13][NH:14][C:15]=2[C:16]([F:19])([F:18])[F:17])=[CH:6][CH:5]=1)([CH3:3])[CH3:2].[CH:21]([C:24]1[CH:29]=[CH:28][C:27]([CH2:30][C:31]2[C:32]([O:40][C@@H:41]3[O:58][C@H:57]([CH2:59][O:60][C:61](=[O:63])[CH3:62])[C@@H:52]([O:53][C:54](=[O:56])[CH3:55])[C@H:47]([O:48][C:49](=[O:51])[CH3:50])[C@H:42]3[O:43][C:44](=[O:46])[CH3:45])=[N:33][NH:34][C:35]=2[C:36]([F:39])([F:38])[F:37])=[CH:26][CH:25]=1)([CH3:23])[CH3:22].